Dataset: Reaction yield outcomes from USPTO patents with 853,638 reactions. Task: Predict the reaction yield, written as a fraction of the theoretical maximum amount of product (1.0 means a 100% yield; for example, 0.34 means a 34% yield). (1) The reactants are [CH3:1][O:2][C:3]1[N:4]=[CH:5][CH:6]=[C:7]2[CH:11]=[C:10]([CH3:12])[O:9][C:8]=12.C1C(=O)N([Br:20])C(=O)C1. The catalyst is C(#N)C. The product is [Br:20][C:6]1[CH:5]=[N:4][C:3]([O:2][CH3:1])=[C:8]2[O:9][C:10]([CH3:12])=[CH:11][C:7]=12. The yield is 0.640. (2) The reactants are [CH2:1](Cl)[CH2:2][CH2:3][CH2:4][C:5]#[C:6]/[CH:7]=[CH:8]\[CH2:9][CH3:10].[C:12]([O-:15])(=[O:14])[CH3:13].[Na+].CN(C)C(=O)C. The catalyst is [I-].[Na+].O. The product is [C:12]([O:15][CH2:1][CH2:2][CH2:3][CH2:4][C:5]#[C:6]/[CH:7]=[CH:8]\[CH2:9][CH3:10])(=[O:14])[CH3:13]. The yield is 0.934. (3) The reactants are N1CC(=O)NC1=O.C1(N[C:12]2[N:17]3[N:18]=[CH:19][C:20](C=O)=[C:16]3[N:15]=[C:14]([S:23][CH3:24])[C:13]=2[C:25]#[N:26])CC1.N1CCCCC1. The catalyst is C(O)C.O. The product is [CH3:24][S:23][C:14]1[C:13]([C:25]#[N:26])=[CH:12][N:17]2[N:18]=[CH:19][CH:20]=[C:16]2[N:15]=1. The yield is 0.830. (4) The reactants are [C:1]([O:5][C:6]([N:8]1[CH2:13][CH2:12][CH:11]([O:14][C:15]2[CH:20]=[CH:19][C:18]([C:21](=O)[CH:22]([CH3:29])[CH2:23][C:24](OCC)=[O:25])=[CH:17][CH:16]=2)[CH2:10][CH2:9]1)=[O:7])([CH3:4])([CH3:3])[CH3:2].O.[NH2:32][NH2:33]. The catalyst is C(O)(C)C.C(Cl)Cl. The product is [C:1]([O:5][C:6]([N:8]1[CH2:13][CH2:12][CH:11]([O:14][C:15]2[CH:20]=[CH:19][C:18]([C:21]3[CH:22]([CH3:29])[CH2:23][C:24](=[O:25])[NH:33][N:32]=3)=[CH:17][CH:16]=2)[CH2:10][CH2:9]1)=[O:7])([CH3:4])([CH3:3])[CH3:2]. The yield is 0.530. (5) The yield is 0.840. The reactants are C[O:2][C:3]([C:5]1[CH:9]=[C:8]([C:10]2[CH:15]=[CH:14][CH:13]=[C:12]([N+:16]([O-:18])=[O:17])[C:11]=2[O:19][CH3:20])[O:7][C:6]=1[CH3:21])=[O:4].[OH-].[Na+]. The catalyst is CO. The product is [CH3:20][O:19][C:11]1[C:12]([N+:16]([O-:18])=[O:17])=[CH:13][CH:14]=[CH:15][C:10]=1[C:8]1[O:7][C:6]([CH3:21])=[C:5]([C:3]([OH:4])=[O:2])[CH:9]=1. (6) The reactants are C[O:2][C:3]([CH:5]1[CH2:8][N:7]([CH2:9][C:10]2[CH:15]=[CH:14][C:13]([O:16][CH2:17][CH2:18][CH:19]3[CH2:24][CH2:23][CH:22]4[CH2:25][CH:20]3[C:21]4([CH3:27])[CH3:26])=[CH:12][CH:11]=2)[CH2:6]1)=[O:4].COC(C1CN(CC2C=CC(OCC3C4C=C(Cl)C=CC=4OC=3)=CC=2)C1)=O. No catalyst specified. The product is [CH3:26][C:21]1([CH3:27])[CH:20]2[CH2:25][CH:22]1[CH2:23][CH2:24][CH:19]2[CH2:18][CH2:17][O:16][C:13]1[CH:12]=[CH:11][C:10]([CH2:9][N:7]2[CH2:6][CH:5]([C:3]([OH:4])=[O:2])[CH2:8]2)=[CH:15][CH:14]=1. The yield is 0.870. (7) The reactants are Cl.[Cl:2][CH2:3][CH2:4][NH:5][CH2:6][CH2:7][Cl:8].[P:9](Cl)([Cl:12])([Cl:11])=[O:10].C(N(CC)CC)C. The catalyst is ClCCl. The product is [Cl:2][CH2:3][CH2:4][N:5]([CH2:6][CH2:7][Cl:8])[P:9]([Cl:12])([Cl:11])=[O:10]. The yield is 0.870. (8) The reactants are Br[C:2]1[CH:3]=[C:4]([C:9]2[CH:25]=[CH:24][C:12]3[NH:13][C:14](=[O:23])[O:15][C:16]([CH:20]4[CH2:22][CH2:21]4)([CH:17]4[CH2:19][CH2:18]4)[C:11]=3[CH:10]=2)[CH:5]=[C:6]([F:8])[CH:7]=1.[NH4+].[Cl-].[CH3:28][N:29](C=O)C. The catalyst is [C-]#N.[C-]#N.[Zn+2].[Pd].C1(P(C2C=CC=CC=2)C2C=CC=CC=2)C=CC=CC=1.C1(P(C2C=CC=CC=2)C2C=CC=CC=2)C=CC=CC=1.C1(P(C2C=CC=CC=2)C2C=CC=CC=2)C=CC=CC=1.C1(P(C2C=CC=CC=2)C2C=CC=CC=2)C=CC=CC=1. The product is [CH:20]1([C:16]2([CH:17]3[CH2:18][CH2:19]3)[O:15][C:14](=[O:23])[NH:13][C:12]3[CH:24]=[CH:25][C:9]([C:4]4[CH:3]=[C:2]([CH:7]=[C:6]([F:8])[CH:5]=4)[C:28]#[N:29])=[CH:10][C:11]2=3)[CH2:22][CH2:21]1. The yield is 0.0460. (9) The reactants are [CH3:1][O:2][C:3]1[CH:8]=[CH:7][C:6]([C:9](=O)[CH:10]([C:15]2[CH:20]=[CH:19][CH:18]=[CH:17][CH:16]=2)[CH2:11][C:12](O)=[O:13])=[CH:5][CH:4]=1.O.[NH2:23][NH2:24]. The catalyst is CCO. The product is [CH3:1][O:2][C:3]1[CH:8]=[CH:7][C:6]([C:9]2[CH:10]([C:15]3[CH:20]=[CH:19][CH:18]=[CH:17][CH:16]=3)[CH2:11][C:12](=[O:13])[NH:23][N:24]=2)=[CH:5][CH:4]=1. The yield is 0.990. (10) The reactants are [F:1][C:2]1[CH:7]=[CH:6][C:5]([N:8]2[C:16]([C:17]([NH:19][CH3:20])=[O:18])=[C:15]3[C:10]([CH:11]=[C:12]([N:30]([CH3:35])[S:31]([CH3:34])(=[O:33])=[O:32])[C:13](B4OC(C)(C)C(C)(C)O4)=[CH:14]3)=[N:9]2)=[CH:4][CH:3]=1.Cl[C:37]1[CH:38]=[CH:39][C:40]2[N:41]=[CH:42][N:43]3[C:51]4[CH:50]=[CH:49][CH:48]=[C:47]([F:52])[C:46]=4[CH:45]=[C:44]3[C:53]=2[N:54]=1.CC(C1C=C(C(C)C)C(C2C=CC=CC=2P(C2CCCCC2)C2CCCCC2)=C(C(C)C)C=1)C. The catalyst is O1CCOCC1.C1C=CC(/C=C/C(/C=C/C2C=CC=CC=2)=O)=CC=1.C1C=CC(/C=C/C(/C=C/C2C=CC=CC=2)=O)=CC=1.C1C=CC(/C=C/C(/C=C/C2C=CC=CC=2)=O)=CC=1.[Pd].[Pd]. The product is [F:1][C:2]1[CH:7]=[CH:6][C:5]([N:8]2[C:16]([C:17]([NH:19][CH3:20])=[O:18])=[C:15]3[C:14]([CH:13]=[C:12]([N:30]([CH3:35])[S:31]([CH3:34])(=[O:33])=[O:32])[C:11]([C:37]4[CH:38]=[CH:39][C:40]5[N:41]=[CH:42][N:43]6[C:51]7[CH:50]=[CH:49][CH:48]=[C:47]([F:52])[C:46]=7[CH:45]=[C:44]6[C:53]=5[N:54]=4)=[CH:10]3)=[N:9]2)=[CH:4][CH:3]=1. The yield is 0.320.